Dataset: Reaction yield outcomes from USPTO patents with 853,638 reactions. Task: Predict the reaction yield, written as a fraction of the theoretical maximum amount of product (1.0 means a 100% yield; for example, 0.34 means a 34% yield). The reactants are [CH:1]1([C:7]2[C:12]([C:13]([O:15][CH3:16])=[O:14])=[CH:11][N:10]=[C:9]([S:17][CH3:18])[N:8]=2)[CH2:6][CH2:5][CH2:4][CH2:3][CH2:2]1.ClC1C=C(C=CC=1)C(OO)=[O:24]. The catalyst is ClCCl. The product is [CH:1]1([C:7]2[C:12]([C:13]([O:15][CH3:16])=[O:14])=[CH:11][N:10]=[C:9]([S:17]([CH3:18])=[O:24])[N:8]=2)[CH2:2][CH2:3][CH2:4][CH2:5][CH2:6]1. The yield is 0.880.